Dataset: Full USPTO retrosynthesis dataset with 1.9M reactions from patents (1976-2016). Task: Predict the reactants needed to synthesize the given product. (1) Given the product [CH3:3][N:2]([CH2:4][C:5]1[CH:6]=[CH:7][C:8]([C:11]2[CH:16]=[CH:15][CH:14]=[C:13]([N:17]3[C:22]4[N:23]=[CH:24][C:25]([F:27])=[CH:26][C:21]=4[C:20](=[O:28])[N:19]([C@@H:29]4[CH2:34][CH2:33][C@H:32]([NH:35][C:36](=[O:53])[C:37]5[CH:42]=[CH:41][CH:40]=[CH:39][C:38]=5[O:43][CH2:44][CH2:45][OH:46])[CH2:31][CH2:30]4)[C:18]3=[O:54])[CH:12]=2)=[CH:9][CH:10]=1)[CH3:1], predict the reactants needed to synthesize it. The reactants are: [CH3:1][N:2]([CH2:4][C:5]1[CH:10]=[CH:9][C:8]([C:11]2[CH:16]=[CH:15][CH:14]=[C:13]([N:17]3[C:22]4[N:23]=[CH:24][C:25]([F:27])=[CH:26][C:21]=4[C:20](=[O:28])[N:19]([C@@H:29]4[CH2:34][CH2:33][C@H:32]([NH:35][C:36](=[O:53])[C:37]5[CH:42]=[CH:41][CH:40]=[CH:39][C:38]=5[O:43][CH2:44][CH2:45][O:46]C5CCCCO5)[CH2:31][CH2:30]4)[C:18]3=[O:54])[CH:12]=2)=[CH:7][CH:6]=1)[CH3:3].C(O)(=O)C.C(=O)(O)[O-].[Na+]. (2) Given the product [Br:1][C:2]1[CH:7]=[CH:6][CH:5]=[C:4]2[C:3]=1[C:9]([CH:10]([CH3:12])[CH3:11])=[N:14][NH:15]2, predict the reactants needed to synthesize it. The reactants are: [Br:1][C:2]1[CH:7]=[CH:6][CH:5]=[C:4](F)[C:3]=1[C:9](=O)[CH:10]([CH3:12])[CH3:11].[NH2:14][NH2:15].O. (3) Given the product [NH:16]1[C:9]2[C:4](=[CH:5][CH:6]=[CH:7][CH:8]=2)[CH2:3][CH2:2][C:1]1=[O:10], predict the reactants needed to synthesize it. The reactants are: [C:1]1(=[O:10])[C:9]2[C:4](=[CH:5][CH:6]=[CH:7][CH:8]=2)[CH2:3][CH2:2]1.CS(O)(=O)=O.[N-:16]=[N+]=[N-].[Na+].[OH-].[Na+]. (4) Given the product [CH2:14]([O:13][C:11]([C@H:4]1[O:3][C@@H:5]1[C:6]([OH:8])=[O:7])=[O:12])[CH3:15], predict the reactants needed to synthesize it. The reactants are: [OH-].[K+].[O:3]1[C@H:5]([C:6]([O:8]CC)=[O:7])[C@H:4]1[C:11]([O:13][CH2:14][CH3:15])=[O:12]. (5) Given the product [O:6]1[C:10]2[CH:11]=[CH:12][CH:13]=[CH:14][C:9]=2[N:8]=[C:7]1[S:15][CH2:16][CH2:17][N:18]1[CH2:23][CH2:22][N:21]([CH2:24][C:25]([NH:27][C:28]2[C:33]([CH:34]([CH3:35])[CH3:36])=[CH:32][CH:31]=[C:30]([O:37][S:2]([CH3:1])(=[O:4])=[O:3])[C:29]=2[CH:38]([CH3:40])[CH3:39])=[O:26])[CH2:20][CH2:19]1, predict the reactants needed to synthesize it. The reactants are: [CH3:1][S:2](Cl)(=[O:4])=[O:3].[O:6]1[C:10]2[CH:11]=[CH:12][CH:13]=[CH:14][C:9]=2[N:8]=[C:7]1[S:15][CH2:16][CH2:17][N:18]1[CH2:23][CH2:22][N:21]([CH2:24][C:25]([NH:27][C:28]2[C:33]([CH:34]([CH3:36])[CH3:35])=[CH:32][CH:31]=[C:30]([OH:37])[C:29]=2[CH:38]([CH3:40])[CH3:39])=[O:26])[CH2:20][CH2:19]1.C(N(CC)CC)C. (6) Given the product [N+:19]([C:10]1[CH:11]=[N:12][C:13]2[C:18]([C:9]=1[NH:22][CH:23]([CH3:30])[CH2:24][C:25]([O:27][CH2:28][CH3:29])=[O:26])=[CH:17][CH:16]=[CH:15][CH:14]=2)([O-:21])=[O:20], predict the reactants needed to synthesize it. The reactants are: C(N(CC)CC)C.Cl[C:9]1[C:18]2[C:13](=[CH:14][CH:15]=[CH:16][CH:17]=2)[N:12]=[CH:11][C:10]=1[N+:19]([O-:21])=[O:20].[NH2:22][CH:23]([CH3:30])[CH2:24][C:25]([O:27][CH2:28][CH3:29])=[O:26].O. (7) Given the product [CH3:1][O:2][C:3]1[CH:8]=[CH:7][CH:6]=[C:5]([O:9][CH3:10])[C:4]=1[CH:11]1[N:16]([CH2:17][C:18]2[CH:23]=[CH:22][C:21]([O:24][CH:27]([CH3:29])[CH3:28])=[CH:20][CH:19]=2)[C:15](=[O:25])[CH2:14][CH2:13][CH2:12]1, predict the reactants needed to synthesize it. The reactants are: [CH3:1][O:2][C:3]1[CH:8]=[CH:7][CH:6]=[C:5]([O:9][CH3:10])[C:4]=1[CH:11]1[N:16]([CH2:17][C:18]2[CH:23]=[CH:22][C:21]([OH:24])=[CH:20][CH:19]=2)[C:15](=[O:25])[CH2:14][CH2:13][CH2:12]1.Br[CH:27]([CH3:29])[CH3:28]. (8) Given the product [CH3:1][C:2]1[O:3][C:4]2[C:9]([C:10](=[O:12])[CH:11]=1)=[C:8]([N+:14]([O-:16])=[O:15])[CH:7]=[CH:6][C:5]=2[CH3:13], predict the reactants needed to synthesize it. The reactants are: [CH3:1][C:2]1[O:3][C:4]2[C:9]([C:10](=[O:12])[CH:11]=1)=[CH:8][CH:7]=[CH:6][C:5]=2[CH3:13].[N+:14]([O-])([OH:16])=[O:15]. (9) Given the product [CH2:11]([N:18]1[CH2:19][CH2:20][C:21]([C:24]2[CH:9]=[CH:10][CH:5]=[CH:6][CH:7]=2)([N:26]([CH3:27])[CH3:28])[CH2:22][CH2:23]1)[C:12]1[CH:13]=[CH:14][CH:15]=[CH:16][CH:17]=1, predict the reactants needed to synthesize it. The reactants are: II.[Mg].Br[C:5]1[CH:10]=[CH:9]C=[CH:7][CH:6]=1.[CH2:11]([N:18]1[CH2:23][CH2:22][C:21]([N:26]([CH3:28])[CH3:27])([C:24]#N)[CH2:20][CH2:19]1)[C:12]1[CH:17]=[CH:16][CH:15]=[CH:14][CH:13]=1.[NH4+].[Cl-]. (10) Given the product [CH2:1]([O:5][CH2:6][CH2:7][O:8][C:9]1[CH:10]=[CH:11][C:12]([C:15]2[CH:16]=[CH:17][C:18]3[N:24]([CH2:25][CH:26]([CH3:27])[CH3:28])[CH2:23][CH2:22][C:21]([C:29]([NH:31][C:32]4[CH:37]=[CH:36][C:35]([S:38]([CH2:39][C:40]5[N:41]([CH2:45][CH2:46][CH2:47][C:48]([NH:50][CH3:51])=[O:49])[CH:42]=[CH:43][N:44]=5)=[O:61])=[CH:34][CH:33]=4)=[O:30])=[CH:20][C:19]=3[CH:52]=2)=[CH:13][CH:14]=1)[CH2:2][CH2:3][CH3:4], predict the reactants needed to synthesize it. The reactants are: [CH2:1]([O:5][CH2:6][CH2:7][O:8][C:9]1[CH:14]=[CH:13][C:12]([C:15]2[CH:16]=[CH:17][C:18]3[N:24]([CH2:25][CH:26]([CH3:28])[CH3:27])[CH2:23][CH2:22][C:21]([C:29]([NH:31][C:32]4[CH:37]=[CH:36][C:35]([S:38][CH2:39][C:40]5[N:41]([CH2:45][CH2:46][CH2:47][C:48]([NH:50][CH3:51])=[O:49])[CH:42]=[CH:43][N:44]=5)=[CH:34][CH:33]=4)=[O:30])=[CH:20][C:19]=3[CH:52]=2)=[CH:11][CH:10]=1)[CH2:2][CH2:3][CH3:4].ClC1C=CC=C(C(OO)=[O:61])C=1.S([O-])([O-])(=O)=S.[Na+].[Na+].